Task: Predict the reactants needed to synthesize the given product.. Dataset: Full USPTO retrosynthesis dataset with 1.9M reactions from patents (1976-2016) (1) Given the product [NH3:16].[C:20]([N:16]1[C:17]2[C:12](=[CH:11][C:10]([C:7]3[CH:8]=[CH:9][C:4]([C:3]([O:2][CH3:1])=[O:26])=[CH:5][C:6]=3[CH3:25])=[CH:19][CH:18]=2)[C@H:13]([NH:24][C:36]2[CH:35]=[N:34][CH:39]=[CH:38][CH:37]=2)[CH2:14][C@@H:15]1[CH3:23])(=[O:22])[CH3:21], predict the reactants needed to synthesize it. The reactants are: [CH3:1][O:2][C:3](=[O:26])[C:4]1[CH:9]=[CH:8][C:7]([C:10]2[CH:11]=[C:12]3[C:17](=[CH:18][CH:19]=2)[N:16]([C:20](=[O:22])[CH3:21])[C@@H:15]([CH3:23])[CH2:14][C@H:13]3[NH2:24])=[C:6]([CH3:25])[CH:5]=1.C(N(CC)CC)C.[N:34]1[CH:39]=[CH:38][CH:37]=[C:36](B(O)O)[CH:35]=1.B(O)O.O.N. (2) Given the product [Cl:1][C:2]1[CH:31]=[C:30]([C:32]#[N:33])[CH:29]=[CH:28][C:3]=1[CH2:4][N:5]1[C:9]2[CH:10]=[C:11]([O:15][CH2:16][C:17]3[CH:26]=[CH:25][CH:24]=[CH:23][C:18]=3[C:19]([OH:21])=[O:20])[CH:12]=[C:13]([CH3:14])[C:8]=2[N:7]=[C:6]1[CH3:27], predict the reactants needed to synthesize it. The reactants are: [Cl:1][C:2]1[CH:31]=[C:30]([C:32]#[N:33])[CH:29]=[CH:28][C:3]=1[CH2:4][N:5]1[C:9]2[CH:10]=[C:11]([O:15][CH2:16][C:17]3[CH:26]=[CH:25][CH:24]=[CH:23][C:18]=3[C:19]([O:21]C)=[O:20])[CH:12]=[C:13]([CH3:14])[C:8]=2[N:7]=[C:6]1[CH3:27].[OH-].[Na+].COCCO.Cl. (3) Given the product [N-:1]([S:2]([C:5]([F:8])([F:6])[F:7])(=[O:4])=[O:3])[S:9]([C:12]([F:15])([F:14])[F:13])(=[O:11])=[O:10].[CH2:16]([N:18]1[CH:22]=[CH:21][N:20]=[CH:19]1)[CH3:17], predict the reactants needed to synthesize it. The reactants are: [N-:1]([S:9]([C:12]([F:15])([F:14])[F:13])(=[O:11])=[O:10])[S:2]([C:5]([F:8])([F:7])[F:6])(=[O:4])=[O:3].[CH2:16]([N:18]1[CH:22]=[CH:21][N:20]=[CH:19]1)[CH3:17]. (4) Given the product [Br:1][C:2]1[CH:8]=[CH:7][C:5]([NH:6][C:18](=[O:17])[O:20][C:21]([CH3:24])([CH3:23])[CH3:22])=[C:4]([CH3:9])[CH:3]=1, predict the reactants needed to synthesize it. The reactants are: [Br:1][C:2]1[CH:8]=[CH:7][C:5]([NH2:6])=[C:4]([CH3:9])[CH:3]=1.CCN(CC)CC.[O:17](C(OC(C)(C)C)=O)[C:18]([O:20][C:21]([CH3:24])([CH3:23])[CH3:22])=O.[NH4+].[Cl-]. (5) Given the product [CH2:7]([NH:19][CH2:34][CH2:33][CH2:32][CH2:31][O:30][C:21]1[CH:22]=[CH:23][C:24]2[C:29](=[CH:28][CH:27]=[CH:26][CH:25]=2)[CH:20]=1)[CH2:8][CH2:9][CH2:10][CH2:11][CH2:12][CH2:13][CH2:14][CH2:15][CH2:16][CH2:17][CH3:18], predict the reactants needed to synthesize it. The reactants are: C(=O)([O-])[O-].[K+].[K+].[CH2:7]([NH2:19])[CH2:8][CH2:9][CH2:10][CH2:11][CH2:12][CH2:13][CH2:14][CH2:15][CH2:16][CH2:17][CH3:18].[CH:20]1[C:29]2[C:24](=[CH:25][CH:26]=[CH:27][CH:28]=2)[CH:23]=[CH:22][C:21]=1[O:30][CH2:31][CH2:32][CH2:33][CH2:34]Cl.